This data is from Full USPTO retrosynthesis dataset with 1.9M reactions from patents (1976-2016). The task is: Predict the reactants needed to synthesize the given product. (1) Given the product [CH2:7]([O:9][C:10]([C:12]1[N:13]([CH3:18])[N:14]=[C:15]([O:17][CH:20]([F:26])[F:25])[CH:16]=1)=[O:11])[CH3:8], predict the reactants needed to synthesize it. The reactants are: C(=O)([O-])[O-].[K+].[K+].[CH2:7]([O:9][C:10]([C:12]1[N:13]([CH3:18])[N:14]=[C:15]([OH:17])[CH:16]=1)=[O:11])[CH3:8].Cl[C:20]([F:26])([F:25])C(OC)=O. (2) Given the product [C:13]([N:9]1[CH2:10][CH2:11][C:7]([C:1]2[CH:2]=[CH:3][CH:4]=[CH:5][CH:6]=2)=[N:8]1)(=[O:20])[C:14]1[CH:19]=[CH:18][CH:17]=[N:16][CH:15]=1, predict the reactants needed to synthesize it. The reactants are: [C:1]1([C:7]2[CH2:11][CH2:10][NH:9][N:8]=2)[CH:6]=[CH:5][CH:4]=[CH:3][CH:2]=1.Cl.[C:13](Cl)(=[O:20])[C:14]1[CH:19]=[CH:18][CH:17]=[N:16][CH:15]=1.C(N(CC)CC)C. (3) Given the product [CH:1]1[CH:6]=[C:5]2[CH:4]=[CH:24][C:23]([OH:22])=[C:7]([C:1]3[C:2]4[C:3](=[CH:8][CH:7]=[CH:23][CH:24]=4)[CH:4]=[CH:5][C:6]=3[OH:22])[C:8]2=[CH:3][CH:2]=1, predict the reactants needed to synthesize it. The reactants are: [C:1]1([C@@H:7](NC[C@@H](CCC)CC(O)=O)[CH3:8])[CH:6]=[CH:5][CH:4]=[CH:3][CH:2]=1.C([O:22][CH2:23][CH3:24])(=O)C.Cl.